This data is from Forward reaction prediction with 1.9M reactions from USPTO patents (1976-2016). The task is: Predict the product of the given reaction. (1) Given the reactants [Cl:1][C:2]1[CH:7]=[CH:6][C:5]([CH:8]2[C:15]3[C:11](=[N:12][N:13]([CH3:17])[C:14]=3[OH:16])[C:10](=[O:18])[N:9]2[C:19]2[CH:24]=[C:23]([CH3:25])[C:22](=[O:26])[N:21]([CH3:27])[CH:20]=2)=[CH:4][CH:3]=1.[CH3:28]I.N, predict the reaction product. The product is: [Cl:1][C:2]1[CH:7]=[CH:6][C:5]([CH:8]2[C:15]3[C:11](=[N:12][N:13]([CH3:17])[C:14]=3[O:16][CH3:28])[C:10](=[O:18])[N:9]2[C:19]2[CH:24]=[C:23]([CH3:25])[C:22](=[O:26])[N:21]([CH3:27])[CH:20]=2)=[CH:4][CH:3]=1. (2) The product is: [C:1]([C:5]1[CH:9]=[C:8]([NH:10][C:29]([NH:28][C:25]2[CH:26]=[CH:27][C:22]([Cl:21])=[CH:23][CH:24]=2)=[O:30])[N:7]([C:11]2[CH:16]=[CH:15][CH:14]=[C:13]([CH2:17][NH2:18])[CH:12]=2)[N:6]=1)([CH3:4])([CH3:3])[CH3:2]. Given the reactants [C:1]([C:5]1[CH:9]=[C:8]([NH2:10])[N:7]([C:11]2[CH:16]=[CH:15][CH:14]=[C:13]([CH2:17][N:18]=[N+]=[N-])[CH:12]=2)[N:6]=1)([CH3:4])([CH3:3])[CH3:2].[Cl:21][C:22]1[CH:27]=[CH:26][C:25]([N:28]=[C:29]=[O:30])=[CH:24][CH:23]=1.N1C=CC=CC=1.O, predict the reaction product. (3) Given the reactants [CH3:1][C:2]1([CH3:12])[C:10]2[C:5](=[CH:6][CH:7]=[CH:8][CH:9]=2)[C@@H:4]([NH2:11])[CH2:3]1.[N:13]1[C:20]([Cl:21])=[N:19][C:17](Cl)=[N:16][C:14]=1[Cl:15].CCN(C(C)C)C(C)C, predict the reaction product. The product is: [Cl:15][C:14]1[N:13]=[C:20]([Cl:21])[N:19]=[C:17]([NH:11][C@@H:4]2[C:5]3[C:10](=[CH:9][CH:8]=[CH:7][CH:6]=3)[C:2]([CH3:12])([CH3:1])[CH2:3]2)[N:16]=1. (4) Given the reactants [NH2:1][C:2]1([C:9]2[CH:14]=[C:13]([Br:15])[CH:12]=[CH:11][C:10]=2[F:16])[CH2:6][O:5][CH2:4][CH:3]1[CH2:7][OH:8].C[Si](N([Si](C)(C)C)C(=O)C(F)(F)F)(C)C.[C:32]([N:40]=[C:41]=[S:42])(=[O:39])[C:33]1[CH:38]=[CH:37][CH:36]=[CH:35][CH:34]=1, predict the reaction product. The product is: [Br:15][C:13]1[CH:12]=[CH:11][C:10]([F:16])=[C:9]([C:2]2([NH:1][C:41]([NH:40][C:32](=[O:39])[C:33]3[CH:34]=[CH:35][CH:36]=[CH:37][CH:38]=3)=[S:42])[CH:3]([CH2:7][OH:8])[CH2:4][O:5][CH2:6]2)[CH:14]=1. (5) Given the reactants [F:1][CH:2]([F:11])[C@@H:3]([C@H:5]1[CH2:9][O:8][C:7](=[O:10])[NH:6]1)[CH3:4].[F:12][C:13]1[N:18]=[C:17](F)[CH:16]=[CH:15][N:14]=1.[H-].[Na+], predict the reaction product. The product is: [F:11][CH:2]([F:1])[C@@H:3]([C@H:5]1[CH2:9][O:8][C:7](=[O:10])[N:6]1[C:15]1[CH:16]=[CH:17][N:18]=[C:13]([F:12])[N:14]=1)[CH3:4]. (6) The product is: [NH2:31][C:27]1[C:28]([F:30])=[CH:29][C:6]([Cl:5])=[C:7]([CH:26]=1)[O:8][C:9]1[CH:23]=[CH:22][C:12]2[N:13]=[C:14]([NH:16][C:17]([CH:19]3[CH2:21][CH2:20]3)=[O:18])[S:15][C:11]=2[C:10]=1[C:24]#[N:25]. Given the reactants [BH4-].[Na+].CO.[Cl:5][C:6]1[CH:29]=[C:28]([F:30])[C:27]([NH:31]C(=O)C(F)(F)F)=[CH:26][C:7]=1[O:8][C:9]1[CH:23]=[CH:22][C:12]2[N:13]=[C:14]([NH:16][C:17]([CH:19]3[CH2:21][CH2:20]3)=[O:18])[S:15][C:11]=2[C:10]=1[C:24]#[N:25], predict the reaction product. (7) The product is: [CH:27]1([C:26]2[CH:25]=[C:20]([CH:19]=[CH:4][CH:5]=2)[C:21]([O:23][CH3:24])=[O:22])[CH2:18][CH2:16]1. Given the reactants C([Zn][CH2:4][CH3:5])C.FC(F)(F)C(O)=O.ICI.[CH:16]([C:18]1[CH:19]=[C:20]([CH:25]=[CH:26][CH:27]=1)[C:21]([O:23][CH3:24])=[O:22])=C, predict the reaction product. (8) Given the reactants CC(OI1(OC(C)=O)(OC(C)=O)OC(=O)C2C=CC=CC1=2)=O.[CH3:23][O:24][CH2:25][CH2:26][O:27][C:28](=[O:53])[NH:29][C@H:30]([C:35]([NH:37][C@@H:38]([CH2:46][C:47]1[CH:52]=[CH:51][CH:50]=[CH:49][CH:48]=1)[CH:39]([OH:45])[C:40]([NH:42][CH2:43][CH3:44])=[O:41])=[O:36])[CH2:31][CH:32]([CH3:34])[CH3:33].S([O-])([O-])(=O)=S.[Na+].[Na+].C(=O)([O-])O.[Na+], predict the reaction product. The product is: [CH3:23][O:24][CH2:25][CH2:26][O:27][C:28](=[O:53])[NH:29][C@H:30]([C:35]([NH:37][C@@H:38]([CH2:46][C:47]1[CH:52]=[CH:51][CH:50]=[CH:49][CH:48]=1)[C:39](=[O:45])[C:40](=[O:41])[NH:42][CH2:43][CH3:44])=[O:36])[CH2:31][CH:32]([CH3:34])[CH3:33]. (9) Given the reactants [C:1]([C:3]1[CH:8]=[CH:7][CH:6]=[CH:5][C:4]=1[C:9]1[C:10](=[O:28])[N:11]([CH2:21][CH:22]2[CH2:27][CH2:26][NH:25][CH2:24][CH2:23]2)[CH:12]=[C:13]([C:15]2[CH:20]=[CH:19][CH:18]=[CH:17][N:16]=2)[CH:14]=1)#[N:2].C(N(CC)CC)C.[C:36](Cl)(=[O:43])[C:37]1[CH:42]=[CH:41][CH:40]=[CH:39][CH:38]=1, predict the reaction product. The product is: [C:36]([N:25]1[CH2:24][CH2:23][CH:22]([CH2:21][N:11]2[CH:12]=[C:13]([C:15]3[CH:20]=[CH:19][CH:18]=[CH:17][N:16]=3)[CH:14]=[C:9]([C:4]3[CH:5]=[CH:6][CH:7]=[CH:8][C:3]=3[C:1]#[N:2])[C:10]2=[O:28])[CH2:27][CH2:26]1)(=[O:43])[C:37]1[CH:42]=[CH:41][CH:40]=[CH:39][CH:38]=1.